Dataset: Catalyst prediction with 721,799 reactions and 888 catalyst types from USPTO. Task: Predict which catalyst facilitates the given reaction. (1) Reactant: [CH3:1][O:2][C:3]([CH:5]1[CH2:9][CH:8]([O:10][C:11]2[C:20]3[C:15](=[CH:16][CH:17]=[CH:18][CH:19]=3)[N:14]=[C:13]([C:21]3[CH:26]=[CH:25][CH:24]=[CH:23][CH:22]=3)[CH:12]=2)[CH2:7][N:6]1C(OC(C)(C)C)=O)=[O:4].[ClH:34]. Product: [ClH:34].[CH3:1][O:2][C:3]([CH:5]1[CH2:9][CH:8]([O:10][C:11]2[C:20]3[C:15](=[CH:16][CH:17]=[CH:18][CH:19]=3)[N:14]=[C:13]([C:21]3[CH:26]=[CH:25][CH:24]=[CH:23][CH:22]=3)[CH:12]=2)[CH2:7][NH:6]1)=[O:4]. The catalyst class is: 135. (2) Reactant: Cl.[CH2:2]([N:4]=[C:5]=NCCCN(C)C)C.O.ON1C2C=CC=CC=2N=N1.CNC.[F:27][C:28]1[CH:29]=[CH:30][C:31]([C:37]([F:40])([F:39])[F:38])=[C:32]([CH:36]=1)[C:33](O)=[O:34].[Cl-].[NH4+]. Product: [F:27][C:28]1[CH:29]=[CH:30][C:31]([C:37]([F:40])([F:39])[F:38])=[C:32]([CH:36]=1)[C:33]([N:4]([CH3:5])[CH3:2])=[O:34]. The catalyst class is: 4. (3) Reactant: [CH:1](=O)[CH2:2][CH2:3][CH3:4].[NH2:6][C:7]1[C:8](=[O:13])[NH:9][CH:10]=[CH:11][CH:12]=1.P(O)(OC1C=CC=CC=1)(OC1C=CC=CC=1)=O.[CH:31](/[NH:34][C:35](=[O:44])[O:36][CH2:37][C:38]1[CH:43]=[CH:42][CH:41]=[CH:40][CH:39]=1)=[CH:32]\[CH3:33]. Product: [CH3:33][C@@H:32]1[C@@H:31]([NH:34][C:35](=[O:44])[O:36][CH2:37][C:38]2[CH:39]=[CH:40][CH:41]=[CH:42][CH:43]=2)[C:12]2[CH:11]=[CH:10][NH:9][C:8](=[O:13])[C:7]=2[NH:6][C@H:1]1[CH2:2][CH2:3][CH3:4]. The catalyst class is: 366. (4) Reactant: Br[C:2]1[CH:7]=[C:6]([CH3:8])[N:5]=[C:4]([O:9][C:10]2[C:15]([CH3:16])=[CH:14][C:13]([CH3:17])=[CH:12][C:11]=2[CH3:18])[C:3]=1[CH3:19].C([CH2:27][CH2:28][NH2:29])C1C=CC=CC=1.C1C=CC(P([C:58]2[CH:59]=[CH:60][C:61]3[C:62](=[CH:53]C=CC=3)[C:57]=2[C:53]2[C:62]3[C:57](=[CH:58][CH:59]=[CH:60][CH:61]=3)C=CC=2P(C2C=CC=CC=2)C2C=CC=CC=2)C2C=CC=CC=2)=CC=1.CC(C)([O-])C.[K+]. Product: [CH2:53]([N:29]([C:2]1[CH:7]=[C:6]([CH3:8])[N:5]=[C:4]([O:9][C:10]2[C:15]([CH3:16])=[CH:14][C:13]([CH3:17])=[CH:12][C:11]=2[CH3:18])[C:3]=1[CH3:19])[CH2:28][CH3:27])[C:62]1[CH:57]=[CH:58][CH:59]=[CH:60][CH:61]=1. The catalyst class is: 222. (5) Reactant: [N:1]([C@@H:4]1[C@@H:33]([O:34][CH2:35][C:36]2[CH:45]=[CH:44][C:43]3[C:38](=[CH:39][CH:40]=[CH:41][CH:42]=3)[CH:37]=2)[C@H:32]([OH:46])[C@@H:31]([CH2:47][O:48][CH2:49][C:50]2[CH:55]=[CH:54][CH:53]=[CH:52][CH:51]=2)[O:30][C@H:5]1[O:6][CH2:7][CH2:8][CH2:9][CH2:10][CH2:11][N:12]([CH2:23][C:24]1[CH:29]=[CH:28][CH:27]=[CH:26][CH:25]=1)[C:13]([O:15][CH2:16][C:17]1[CH:22]=[CH:21][CH:20]=[CH:19][CH:18]=1)=[O:14])=[N+:2]=[N-:3].[CH2:56]1[C:61](=[O:62])N(I)[C:58](=[O:59])[CH2:57]1.[Si](OS(C(F)(F)F)(=O)=O)(C)(C)C. Product: [C:5]([O:30][C@@H:31]1[C@@H:58]([O:59][CH2:23][C:24]2[CH:29]=[CH:28][CH:27]=[CH:26][CH:25]=2)[C@@H:57]([O:15][CH2:16][C:17]2[CH:18]=[CH:19][CH:20]=[CH:21][CH:22]=2)[C@@H:56]([CH2:61][O:62][CH2:35][C:36]2[CH:45]=[CH:44][CH:43]=[CH:38][CH:37]=2)[O:46][CH:32]1[O:46][C@@H:32]1[C@@H:31]([CH2:47][O:48][CH2:49][C:50]2[CH:51]=[CH:52][CH:53]=[CH:54][CH:55]=2)[O:30][C@H:5]([O:6][CH2:7][CH2:8][CH2:9][CH2:10][CH2:11][N:12]([CH2:23][C:24]2[CH:25]=[CH:26][CH:27]=[CH:28][CH:29]=2)[C:13]([O:15][CH2:16][C:17]2[CH:22]=[CH:21][CH:20]=[CH:19][CH:18]=2)=[O:14])[C@H:4]([N:1]=[N+:2]=[N-:3])[C@H:33]1[O:34][CH2:35][C:36]1[CH:45]=[CH:44][C:43]2[C:38](=[CH:39][CH:40]=[CH:41][CH:42]=2)[CH:37]=1)(=[O:6])[CH3:4]. The catalyst class is: 4.